The task is: Predict the product of the given reaction.. This data is from Forward reaction prediction with 1.9M reactions from USPTO patents (1976-2016). (1) Given the reactants Cl.Cl.C(NN=C(C1C=C(C(=NNC(=N)N)C)C=C(C=1)N[C:16](=[O:23])[C:17]1[CH:22]=[CH:21][CH:20]=[CH:19][CH:18]=1)C)(=N)N.[C:32]([C:35]1[CH:36]=[C:37]([CH:39]=[C:40]([C:42](=[O:44])[CH3:43])[CH:41]=1)[NH2:38])(=[O:34])[CH3:33].N1C=CC=CC=1.C(Cl)(=O)C1C=CC=CC=1, predict the reaction product. The product is: [C:16]([NH:38][C:37]1[CH:39]=[C:40]([C:42](=[O:44])[CH3:43])[CH:41]=[C:35]([C:32](=[O:34])[CH3:33])[CH:36]=1)(=[O:23])[C:17]1[CH:22]=[CH:21][CH:20]=[CH:19][CH:18]=1. (2) The product is: [CH2:1]([CH2:13][NH2:14])[CH2:2][C:3]([P:5]([OH:7])([OH:8])=[O:6])([P:9]([OH:12])([OH:11])=[O:10])[OH:4].[O-:31][P:28]([O:27][P:24]([O:23][P:20]([O-:22])([O-:21])=[O:19])([O-:26])=[O:25])([O-:30])=[O:29]. Given the reactants [CH2:1]([CH2:13][NH2:14])[CH2:2][C:3]([P:9]([O-:12])([OH:11])=[O:10])([P:5]([OH:8])([OH:7])=[O:6])[OH:4].O.O.O.[Na+].[O-:19][P:20]([O:23][P:24]([O:27][P:28]([O-:31])([O-:30])=[O:29])([O-:26])=[O:25])([O-:22])=[O:21].[Na+].[Na+].[Na+].[Na+].[Na+].O.O.[Cl-].[Ca+2].[Cl-].[Cl-].[Ca+2].[Cl-].[OH-].[Na+], predict the reaction product. (3) Given the reactants [NH2:1][C:2]1[NH:6][N:5]=[C:4]([N:7]2[CH2:12][CH2:11][N:10]([C:13]([O:15][C:16]([CH3:19])([CH3:18])[CH3:17])=[O:14])[CH2:9][CH2:8]2)[CH:3]=1.Br[C:21]1[CH:26]=[CH:25][C:24]([CH3:27])=[CH:23][N:22]=1.C([O-])([O-])=O.[Cs+].[Cs+].CN[C@H]1CCCC[C@@H]1NC, predict the reaction product. The product is: [C:16]([O:15][C:13]([N:10]1[CH2:9][CH2:8][N:7]([C:4]2[CH:3]=[C:2]([NH2:1])[N:6]([C:21]3[CH:26]=[CH:25][C:24]([CH3:27])=[CH:23][N:22]=3)[N:5]=2)[CH2:12][CH2:11]1)=[O:14])([CH3:19])([CH3:18])[CH3:17]. (4) Given the reactants [CH:1]([O:4][C:5]([N:7]1[CH2:12][CH2:11][CH:10]([O:13][C:14]2[C:19]([O:20][CH3:21])=[C:18]([NH:22][C:23]3[C:24]([CH3:33])=[N:25][C:26]([CH2:29][C:30](O)=[O:31])=[CH:27][CH:28]=3)[N:17]=[CH:16][N:15]=2)[CH2:9][CH2:8]1)=[O:6])([CH3:3])[CH3:2].[H-].[Al+3].[Li+].[H-].[H-].[H-], predict the reaction product. The product is: [CH:1]([O:4][C:5]([N:7]1[CH2:12][CH2:11][CH:10]([O:13][C:14]2[C:19]([O:20][CH3:21])=[C:18]([NH:22][C:23]3[C:24]([CH3:33])=[N:25][C:26]([CH2:29][CH2:30][OH:31])=[CH:27][CH:28]=3)[N:17]=[CH:16][N:15]=2)[CH2:9][CH2:8]1)=[O:6])([CH3:2])[CH3:3]. (5) The product is: [Cl:1][C:2]1[CH:3]=[CH:4][C:5]([C:8](=[O:14])[CH2:9][CH2:10][C:11]([OH:13])=[O:12])=[CH:6][C:7]=1[N+:15]([O-:17])=[O:16]. Given the reactants [Cl:1][C:2]1[CH:7]=[CH:6][C:5]([C:8](=[O:14])[CH2:9][CH2:10][C:11]([OH:13])=[O:12])=[CH:4][CH:3]=1.[N+:15]([O-])([OH:17])=[O:16], predict the reaction product. (6) Given the reactants [O:1]=[C:2]([CH:4]=[C:5]([CH3:7])[CH3:6])[CH3:3].[C:8](#[N:15])[C:9]1[CH:14]=[CH:13][CH:12]=[CH:11][CH:10]=1.S(=O)(=O)(O)[OH:17], predict the reaction product. The product is: [CH3:6][C:5]([NH:15][C:8](=[O:17])[C:9]1[CH:14]=[CH:13][CH:12]=[CH:11][CH:10]=1)([CH3:7])[CH2:4][C:2](=[O:1])[CH3:3].